Predict the product of the given reaction. From a dataset of Forward reaction prediction with 1.9M reactions from USPTO patents (1976-2016). (1) Given the reactants [CH3:1][N:2]1[CH:6]=[C:5]([NH:7][C:8](=[O:31])[CH2:9][C:10]2[CH:15]=[CH:14][C:13]([O:16][C:17]3[C:26]4[C:21](=[CH:22][C:23]([O:27][CH3:28])=[CH:24][CH:25]=4)[N:20]=[CH:19][CH:18]=3)=[CH:12][C:11]=2[O:29][CH3:30])[C:4]([CH3:32])=[N:3]1.O.[C:34]1([CH3:44])[CH:39]=[CH:38][C:37]([S:40]([OH:43])(=[O:42])=[O:41])=[CH:36][CH:35]=1.COC(C)(C)C, predict the reaction product. The product is: [C:34]1([CH3:44])[CH:35]=[CH:36][C:37]([S:40]([OH:43])(=[O:41])=[O:42])=[CH:38][CH:39]=1.[CH3:1][N:2]1[CH:6]=[C:5]([NH:7][C:8](=[O:31])[CH2:9][C:10]2[CH:15]=[CH:14][C:13]([O:16][C:17]3[C:26]4[C:21](=[CH:22][C:23]([O:27][CH3:28])=[CH:24][CH:25]=4)[N:20]=[CH:19][CH:18]=3)=[CH:12][C:11]=2[O:29][CH3:30])[C:4]([CH3:32])=[N:3]1. (2) Given the reactants [Br:1][C:2]1[C:11]([CH3:12])=[CH:10][C:9]2[C:4](=[CH:5][CH:6]=[C:7]([O:13][CH3:14])[CH:8]=2)[C:3]=1[OH:15].C(N(CC)C(C)C)(C)C.Cl[CH2:26][O:27][CH3:28], predict the reaction product. The product is: [Br:1][C:2]1[C:11]([CH3:12])=[CH:10][C:9]2[C:4](=[CH:5][CH:6]=[C:7]([O:13][CH3:14])[CH:8]=2)[C:3]=1[O:15][CH2:26][O:27][CH3:28]. (3) Given the reactants [O:1]1[CH2:6][CH2:5][CH:4]([CH2:7]O)[CH2:3][CH2:2]1.CS(Cl)(=O)=O.C(N(CC)CC)C.S([O-])(=O)(=O)C.[N-:26]=[N+:27]=[N-:28].[Na+], predict the reaction product. The product is: [N:26]([CH2:7][CH:4]1[CH2:5][CH2:6][O:1][CH2:2][CH2:3]1)=[N+:27]=[N-:28]. (4) Given the reactants CS([C:4]1[N:9]=[CH:8][N:7]=[C:6]([CH2:10][C:11]#[N:12])[CH:5]=1)=O.[F:13][C:14]([F:27])([F:26])[C:15]1[NH:25][C:18]2=[N:19][CH:20]=[C:21]([CH2:23][NH2:24])[CH:22]=[C:17]2[CH:16]=1, predict the reaction product. The product is: [F:27][C:14]([F:13])([F:26])[C:15]1[NH:25][C:18]2=[N:19][CH:20]=[C:21]([CH2:23][NH:24][C:4]3[N:9]=[CH:8][N:7]=[C:6]([CH2:10][C:11]#[N:12])[CH:5]=3)[CH:22]=[C:17]2[CH:16]=1. (5) Given the reactants Cl[C:2]1[CH:7]=[CH:6][N:5]=[C:4]([NH:8][C:9]2[CH:14]=[CH:13][CH:12]=[C:11]([Cl:15])[CH:10]=2)[N:3]=1.C(N(C(C)C)CC)(C)C.[O:25]1[CH2:30][CH2:29][N:28]([CH2:31][CH2:32][CH2:33][NH2:34])[CH2:27][CH2:26]1, predict the reaction product. The product is: [Cl:15][C:11]1[CH:10]=[C:9]([NH:8][C:4]2[N:3]=[C:2]([NH:34][CH2:33][CH2:32][CH2:31][N:28]3[CH2:29][CH2:30][O:25][CH2:26][CH2:27]3)[CH:7]=[CH:6][N:5]=2)[CH:14]=[CH:13][CH:12]=1.